Dataset: Full USPTO retrosynthesis dataset with 1.9M reactions from patents (1976-2016). Task: Predict the reactants needed to synthesize the given product. Given the product [CH:39]1([NH:44][C:33](=[O:34])[C:32]2[CH:36]=[CH:37][CH:38]=[C:30]([S:27]([CH2:26][C:16]3[C:17]4[CH2:18][CH2:19][CH2:20][C:21](=[O:25])[C:22]=4[CH:23]=[CH:24][C:15]=3[O:14][C@@H:7]([C:8]3[CH:13]=[CH:12][CH:11]=[CH:10][CH:9]=3)[CH2:6][N:1]3[CH:5]=[CH:4][N:3]=[CH:2]3)(=[O:28])=[O:29])[CH:31]=2)[CH2:43][CH2:42][CH2:41][CH2:40]1, predict the reactants needed to synthesize it. The reactants are: [N:1]1([CH2:6][C@@H:7]([O:14][C:15]2[CH:24]=[CH:23][C:22]3[C:21](=[O:25])[CH2:20][CH2:19][CH2:18][C:17]=3[C:16]=2[CH2:26][S:27]([C:30]2[CH:31]=[C:32]([CH:36]=[CH:37][CH:38]=2)[C:33](O)=[O:34])(=[O:29])=[O:28])[C:8]2[CH:13]=[CH:12][CH:11]=[CH:10][CH:9]=2)[CH:5]=[CH:4][N:3]=[CH:2]1.[CH:39]1([NH2:44])[CH2:43][CH2:42][CH2:41][CH2:40]1.